This data is from Retrosynthesis with 50K atom-mapped reactions and 10 reaction types from USPTO. The task is: Predict the reactants needed to synthesize the given product. The reactants are: Clc1ccc(Nc2nc(Cl)nc(Cl)n2)cc1.Nc1ccccc1. Given the product Clc1ccc(Nc2nc(Cl)nc(Nc3ccccc3)n2)cc1, predict the reactants needed to synthesize it.